From a dataset of Forward reaction prediction with 1.9M reactions from USPTO patents (1976-2016). Predict the product of the given reaction. (1) Given the reactants Br[C:2]1[C:7]([Br:8])=[CH:6][C:5]([O:9][CH3:10])=[C:4]([O:11][CH3:12])[N:3]=1.C[C:14]([N:16](C)C)=O, predict the reaction product. The product is: [Br:8][C:7]1[C:2]([C:14]#[N:16])=[N:3][C:4]([O:11][CH3:12])=[C:5]([O:9][CH3:10])[CH:6]=1. (2) Given the reactants [CH2:1]([O:3][C:4]([C:6]1[N:7]=[C:8]([Br:23])[N:9]([CH:20]([CH3:22])[CH3:21])[C:10]=1[CH:11]([C:13]1[CH:18]=[CH:17][C:16]([Cl:19])=[CH:15][CH:14]=1)[OH:12])=[O:5])[CH3:2].ClC1C=CC([CH:29]=[O:30])=CC=1, predict the reaction product. The product is: [CH2:1]([O:3][C:4]([C:6]1[N:7]=[C:8]([Br:23])[N:9]([C@H:20]([CH3:22])[CH2:21][O:30][CH3:29])[C:10]=1[CH:11]([C:13]1[CH:18]=[CH:17][C:16]([Cl:19])=[CH:15][CH:14]=1)[OH:12])=[O:5])[CH3:2]. (3) Given the reactants [N+:1]([C:4]1[S:8][C:7]([CH:9]=[O:10])=[CH:6][CH:5]=1)([O-:3])=[O:2].S(=O)(=O)([OH:13])N.Cl([O-])=O.[Na+].C(OCC)(=O)C, predict the reaction product. The product is: [N+:1]([C:4]1[S:8][C:7]([C:9]([OH:13])=[O:10])=[CH:6][CH:5]=1)([O-:3])=[O:2]. (4) Given the reactants [Cl:1][C:2]1[CH:10]=[C:9]([Cl:11])[C:5]([C:6]([OH:8])=[O:7])=[C:4]([N+:12]([O-:14])=[O:13])[C:3]=1[OH:15].[C:16]([O-])([O-])=O.[K+].[K+].IC.Cl, predict the reaction product. The product is: [Cl:1][C:2]1[CH:10]=[C:9]([Cl:11])[C:5]([C:6]([OH:8])=[O:7])=[C:4]([N+:12]([O-:14])=[O:13])[C:3]=1[O:15][CH3:16]. (5) Given the reactants [NH2:1][C@H:2]1[C:11]2[CH:10]=[N:9][CH:8]=[C:7]([C:12]3[CH:13]=[C:14]4[C:19](=[CH:20][CH:21]=3)[N:18]([CH3:22])[C:17](=[O:23])[CH2:16][CH2:15]4)[C:6]=2[CH2:5][CH2:4][CH2:3]1.[C:24](Cl)(=[O:26])[CH3:25], predict the reaction product. The product is: [CH3:22][N:18]1[C:19]2[C:14](=[CH:13][C:12]([C:7]3[C:6]4[CH2:5][CH2:4][CH2:3][C@@H:2]([NH:1][C:24](=[O:26])[CH3:25])[C:11]=4[CH:10]=[N:9][CH:8]=3)=[CH:21][CH:20]=2)[CH2:15][CH2:16][C:17]1=[O:23]. (6) Given the reactants [Br:1][C:2]1[CH:3]=[N:4][CH:5]=[C:6]2[C:11]=1[N:10]=[C:9]([C:12]([OH:14])=O)[CH:8]=[CH:7]2.CN1CCOCC1.F[B-](F)(F)F.N1(OC(=[N+](C)C)N(C)C)C2C=CC=CC=2N=N1.[C:44]([NH:51][CH2:52][CH2:53][NH2:54])([O:46][C:47]([CH3:50])([CH3:49])[CH3:48])=[O:45], predict the reaction product. The product is: [C:47]([O:46][C:44](=[O:45])[NH:51][CH2:52][CH2:53][NH:54][C:12]([C:9]1[CH:8]=[CH:7][C:6]2[C:11](=[C:2]([Br:1])[CH:3]=[N:4][CH:5]=2)[N:10]=1)=[O:14])([CH3:50])([CH3:48])[CH3:49]. (7) Given the reactants [C:1]([O:4]O)(=[O:3])[CH3:2].[O:6]=[CH:7][C@@H:8]([C@H:10]([C@@H:12]([C@@H:14]([CH2:16][OH:17])O)[OH:13])[OH:11])[OH:9].[CH3:18][CH2:19][CH2:20][CH2:21][CH2:22][CH2:23][CH2:24][CH:25](O)[CH2:26][CH2:27][CH2:28][CH2:29][CH2:30][CH2:31][CH3:32].B(F)(F)F.[O:38]([CH2:41][CH3:42])CC, predict the reaction product. The product is: [C:1]([O:4][C@@H:14]1[C@@H:12]([O:13][C:1](=[O:3])[CH3:2])[C@H:10]([O:11][C:7](=[O:6])[CH3:8])[C@@H:8]([CH2:7][O:6][C:41](=[O:38])[CH3:42])[O:9][CH:16]1[O:17][CH:25]([CH2:26][CH2:27][CH2:28][CH2:29][CH2:30][CH2:31][CH3:32])[CH2:24][CH2:23][CH2:22][CH2:21][CH2:20][CH2:19][CH3:18])(=[O:3])[CH3:2]. (8) Given the reactants [CH2:1]1[C:6]2[S:7][C:8]3[CH:13]=[CH:12][CH:11]=[CH:10][C:9]=3[C:5]=2[CH2:4][CH2:3][NH:2]1.Cl[CH2:15][C:16]([N:18]1[CH2:23][CH2:22][N:21]([CH:24]2[CH2:27][CH2:26][CH2:25]2)[CH2:20][CH2:19]1)=[O:17].C([O-])([O-])=O.[K+].[K+].[Na+].[I-], predict the reaction product. The product is: [CH:24]1([N:21]2[CH2:22][CH2:23][N:18]([C:16](=[O:17])[CH2:15][N:2]3[CH2:3][CH2:4][C:5]4[C:9]5[CH:10]=[CH:11][CH:12]=[CH:13][C:8]=5[S:7][C:6]=4[CH2:1]3)[CH2:19][CH2:20]2)[CH2:27][CH2:26][CH2:25]1.